The task is: Predict the reaction yield, written as a fraction of the theoretical maximum amount of product (1.0 means a 100% yield; for example, 0.34 means a 34% yield).. This data is from Reaction yield outcomes from USPTO patents with 853,638 reactions. (1) The reactants are [OH:1][C:2]1([C:17]2[CH:22]=[CH:21][C:20]([OH:23])=[CH:19][C:18]=2[CH2:24][OH:25])[CH2:7][CH2:6][N:5]([CH2:8][CH2:9][C:10]([O:12][C:13]([CH3:16])([CH3:15])[CH3:14])=[O:11])[CH2:4][CH2:3]1.C([O-])([O-])=O.[K+].[K+].BrC[CH2:34][C:35]1[C:40]([Cl:41])=[CH:39][CH:38]=[CH:37][C:36]=1[Cl:42]. The catalyst is CC(C)=O. The product is [Cl:41][C:40]1[CH:39]=[CH:38][CH:37]=[C:36]([Cl:42])[C:35]=1[CH2:34][O:23][C:20]1[CH:21]=[CH:22][C:17]([C:2]2([OH:1])[CH2:7][CH2:6][N:5]([CH2:8][CH2:9][C:10]([O:12][C:13]([CH3:16])([CH3:14])[CH3:15])=[O:11])[CH2:4][CH2:3]2)=[C:18]([CH2:24][OH:25])[CH:19]=1. The yield is 0.848. (2) The reactants are C[O:2][C:3]([C:5]1[CH:6]=[C:7]([F:28])[CH:8]=[C:9]2[C:14]=1[NH:13][CH:12]([C:15]1[CH:20]=[CH:19][CH:18]=[C:17]([N:21]3[CH2:25][CH2:24][CH2:23][CH2:22]3)[CH:16]=1)[CH2:11][C:10]2([CH3:27])[CH3:26])=[O:4].Cl. The catalyst is CO.O1CCCC1.[OH-].[Na+].O. The product is [F:28][C:7]1[CH:8]=[C:9]2[C:14](=[C:5]([C:3]([OH:4])=[O:2])[CH:6]=1)[NH:13][CH:12]([C:15]1[CH:20]=[CH:19][CH:18]=[C:17]([N:21]3[CH2:22][CH2:23][CH2:24][CH2:25]3)[CH:16]=1)[CH2:11][C:10]2([CH3:27])[CH3:26]. The yield is 0.900.